Dataset: NCI-60 drug combinations with 297,098 pairs across 59 cell lines. Task: Regression. Given two drug SMILES strings and cell line genomic features, predict the synergy score measuring deviation from expected non-interaction effect. Drug 1: C1CCC(C1)C(CC#N)N2C=C(C=N2)C3=C4C=CNC4=NC=N3. Drug 2: CC1CCCC2(C(O2)CC(NC(=O)CC(C(C(=O)C(C1O)C)(C)C)O)C(=CC3=CSC(=N3)C)C)C. Cell line: NCI-H322M. Synergy scores: CSS=5.78, Synergy_ZIP=0.777, Synergy_Bliss=4.66, Synergy_Loewe=3.65, Synergy_HSA=3.93.